Task: Binary Classification. Given a T-cell receptor sequence (or CDR3 region) and an epitope sequence, predict whether binding occurs between them.. Dataset: TCR-epitope binding with 47,182 pairs between 192 epitopes and 23,139 TCRs (1) The epitope is CINGVCWTV. The TCR CDR3 sequence is CASSLSGGNQETQYF. Result: 1 (the TCR binds to the epitope). (2) The epitope is KLPDDFTGCV. The TCR CDR3 sequence is CASSQTDRGGYNEQFF. Result: 1 (the TCR binds to the epitope). (3) Result: 1 (the TCR binds to the epitope). The epitope is FPPTSFGPL. The TCR CDR3 sequence is CASSQELAGGPIETQYF. (4) The epitope is FVDGVPFVV. The TCR CDR3 sequence is CASSLGGGGAGSYNEQFF. Result: 1 (the TCR binds to the epitope). (5) The epitope is SEETGTLIV. The TCR CDR3 sequence is CASSFRDGYTGELFF. Result: 1 (the TCR binds to the epitope). (6) The epitope is NLSALGIFST. The TCR CDR3 sequence is CASSATFNDNEKLFF. Result: 1 (the TCR binds to the epitope). (7) The epitope is IVTDFSVIK. The TCR CDR3 sequence is CASSLGFTDTQYF. Result: 1 (the TCR binds to the epitope).